This data is from Reaction yield outcomes from USPTO patents with 853,638 reactions. The task is: Predict the reaction yield, written as a fraction of the theoretical maximum amount of product (1.0 means a 100% yield; for example, 0.34 means a 34% yield). The reactants are COC1C=C(OC)C=CC=1C[N:6]([C:31]1[CH:36]=[CH:35][N:34]=[CH:33][N:32]=1)[S:7]([C:10]1[C:15]([F:16])=[CH:14][C:13]([O:17][C@H:18]2[CH2:23][CH2:22][CH2:21][CH2:20][C@@H:19]2[C:24]2[N:28]([CH3:29])[N:27]=[CH:26][CH:25]=2)=[CH:12][C:11]=1[F:30])(=[O:9])=[O:8].C([SiH](CC)CC)C.FC(F)(F)C(O)=O. The catalyst is ClCCl. The yield is 0.300. The product is [F:30][C:11]1[CH:12]=[C:13]([O:17][C@H:18]2[CH2:23][CH2:22][CH2:21][CH2:20][C@@H:19]2[C:24]2[N:28]([CH3:29])[N:27]=[CH:26][CH:25]=2)[CH:14]=[C:15]([F:16])[C:10]=1[S:7]([NH:6][C:31]1[CH:36]=[CH:35][N:34]=[CH:33][N:32]=1)(=[O:8])=[O:9].